Dataset: Reaction yield outcomes from USPTO patents with 853,638 reactions. Task: Predict the reaction yield, written as a fraction of the theoretical maximum amount of product (1.0 means a 100% yield; for example, 0.34 means a 34% yield). (1) The reactants are [CH2:1]([C:3]1[CH:11]=[CH:10][C:9]2[NH:8][C:7]3[CH2:12][CH2:13][N:14]([CH3:16])[CH2:15][C:6]=3[C:5]=2[CH:4]=1)[CH3:2].[OH-].[K+].[F:19][C:20]([F:30])([F:29])[C:21]1[CH:26]=[CH:25][C:24]([CH:27]=[CH2:28])=[CH:23][N:22]=1. The catalyst is CN1CCCC1=O.[Cl-].[Na+].O. The product is [CH2:1]([C:3]1[CH:11]=[CH:10][C:9]2[N:8]([CH2:28][CH2:27][C:24]3[CH:23]=[N:22][C:21]([C:20]([F:30])([F:19])[F:29])=[CH:26][CH:25]=3)[C:7]3[CH2:12][CH2:13][N:14]([CH3:16])[CH2:15][C:6]=3[C:5]=2[CH:4]=1)[CH3:2]. The yield is 0.570. (2) The reactants are Br[C:2]1[CH:3]=[C:4]([N+:10]([O-:12])=[O:11])[C:5]([O:8][CH3:9])=[N:6][CH:7]=1.C(=O)([O-])[O-].[Cs+].[Cs+].[CH2:19]([N:22]([CH3:24])[CH3:23])[C:20]#[CH:21]. The catalyst is CN(C=O)C.CC#N.CC#N.Cl[Pd]Cl. The product is [CH3:9][O:8][C:5]1[N:6]=[CH:7][C:2]([C:21]#[C:20][CH2:19][N:22]([CH3:24])[CH3:23])=[CH:3][C:4]=1[N+:10]([O-:12])=[O:11]. The yield is 0.270. (3) The reactants are [SH:1][CH2:2][C:3]1[CH:4]=[C:5]([CH:9]=[CH:10][CH:11]=1)[C:6]([OH:8])=[O:7].C1CCN2C(=NCCC2)CC1.[C:23]([O:27][C:28]([CH3:31])([CH3:30])[CH3:29])(=[O:26])[CH:24]=[CH2:25]. The catalyst is C(#N)C. The product is [C:28]([O:27][C:23](=[O:26])[CH2:24][CH2:25][S:1][CH2:2][C:3]1[CH:4]=[C:5]([CH:9]=[CH:10][CH:11]=1)[C:6]([OH:8])=[O:7])([CH3:31])([CH3:30])[CH3:29]. The yield is 0.470. (4) The reactants are [Br:1][C:2]1[CH:7]=[CH:6][C:5]([C:8]2[C:14]3[CH:15]=[C:16]([O:19][CH3:20])[CH:17]=[CH:18][C:13]=3[N:12]3[C:21]([CH3:24])=[N:22][N:23]=[C:11]3[C@H:10]([CH2:25][C:26]([O:28]C)=[O:27])[N:9]=2)=[CH:4][CH:3]=1.[OH-].[Li+].C(O)(=O)C. The catalyst is CO.O. The product is [Br:1][C:2]1[CH:7]=[CH:6][C:5]([C:8]2[C:14]3[CH:15]=[C:16]([O:19][CH3:20])[CH:17]=[CH:18][C:13]=3[N:12]3[C:21]([CH3:24])=[N:22][N:23]=[C:11]3[C@H:10]([CH2:25][C:26]([OH:28])=[O:27])[N:9]=2)=[CH:4][CH:3]=1. The yield is 0.744. (5) The reactants are [C:1]([C:5]1[CH:10]=[CH:9][C:8]([OH:11])=[CH:7][CH:6]=1)([CH3:4])([CH3:3])[CH3:2].C(N(CC)CC)C.[S:19](O[S:19]([C:22]([F:25])([F:24])[F:23])(=[O:21])=[O:20])([C:22]([F:25])([F:24])[F:23])(=[O:21])=[O:20]. The catalyst is ClCCl. The product is [F:23][C:22]([F:25])([F:24])[S:19]([O:11][C:8]1[CH:7]=[CH:6][C:5]([C:1]([CH3:4])([CH3:2])[CH3:3])=[CH:10][CH:9]=1)(=[O:21])=[O:20]. The yield is 0.673. (6) The reactants are [C:1]1([C:7]2[NH:11][C:10]([C:12]3[CH:13]=[C:14]4[C:19](=[CH:20][CH:21]=3)[CH:18]=[C:17]([O:22][CH2:23][C:24]3[CH:33]=[CH:32][C:27]([C:28]([O:30]C)=[O:29])=[CH:26][C:25]=3[C:34]([O:36]C)=[O:35])[CH:16]=[CH:15]4)=[CH:9][CH:8]=2)[CH:6]=[CH:5][CH:4]=[CH:3][CH:2]=1.[OH-].[Na+]. The catalyst is C1COCC1.CO.O. The product is [C:1]1([C:7]2[NH:11][C:10]([C:12]3[CH:13]=[C:14]4[C:19](=[CH:20][CH:21]=3)[CH:18]=[C:17]([O:22][CH2:23][C:24]3[CH:33]=[CH:32][C:27]([C:28]([OH:30])=[O:29])=[CH:26][C:25]=3[C:34]([OH:36])=[O:35])[CH:16]=[CH:15]4)=[CH:9][CH:8]=2)[CH:6]=[CH:5][CH:4]=[CH:3][CH:2]=1. The yield is 0.940. (7) The reactants are [NH2:1][C:2]1[C:11]2[C:6](=[C:7](Br)[CH:8]=[CH:9][CH:10]=2)[N:5]=[N:4][C:3]=1[C:13]([NH:15][CH2:16][CH2:17][CH3:18])=[O:14].[F:19][C:20]1[CH:21]=[C:22](B(O)O)[CH:23]=[CH:24][C:25]=1[F:26]. No catalyst specified. The product is [NH2:1][C:2]1[C:11]2[C:6](=[C:7]([C:23]3[CH:22]=[CH:21][C:20]([F:19])=[C:25]([F:26])[CH:24]=3)[CH:8]=[CH:9][CH:10]=2)[N:5]=[N:4][C:3]=1[C:13]([NH:15][CH2:16][CH2:17][CH3:18])=[O:14]. The yield is 0.987.